This data is from Full USPTO retrosynthesis dataset with 1.9M reactions from patents (1976-2016). The task is: Predict the reactants needed to synthesize the given product. Given the product [Cl:28][C:26]1[CH:25]=[CH:24][C:23]([S:29]([CH2:32][CH3:33])(=[O:31])=[O:30])=[C:22]([CH:27]=1)[CH2:21][NH:20][C:18](=[O:19])[C:17]1[CH:34]=[CH:35][C:14]([CH2:13][N:10]2[CH2:11][CH2:12][C@@H:8]([NH:7][S:2]([CH3:3])(=[O:5])=[O:4])[CH2:9]2)=[C:15]([C:36]([F:38])([F:39])[F:37])[CH:16]=1, predict the reactants needed to synthesize it. The reactants are: [Cl-].[S:2]([O-])(=[O:5])(=[O:4])[CH3:3].[NH2:7][C@@H:8]1[CH2:12][CH2:11][N:10]([CH2:13][C:14]2[CH:35]=[CH:34][C:17]([C:18]([NH:20][CH2:21][C:22]3[CH:27]=[C:26]([Cl:28])[CH:25]=[CH:24][C:23]=3[S:29]([CH2:32][CH3:33])(=[O:31])=[O:30])=[O:19])=[CH:16][C:15]=2[C:36]([F:39])([F:38])[F:37])[CH2:9]1.